This data is from NCI-60 drug combinations with 297,098 pairs across 59 cell lines. The task is: Regression. Given two drug SMILES strings and cell line genomic features, predict the synergy score measuring deviation from expected non-interaction effect. (1) Drug 1: CN(C(=O)NC(C=O)C(C(C(CO)O)O)O)N=O. Drug 2: B(C(CC(C)C)NC(=O)C(CC1=CC=CC=C1)NC(=O)C2=NC=CN=C2)(O)O. Cell line: MCF7. Synergy scores: CSS=25.1, Synergy_ZIP=-9.77, Synergy_Bliss=-4.70, Synergy_Loewe=-11.4, Synergy_HSA=-1.09. (2) Drug 1: C1CCC(C1)C(CC#N)N2C=C(C=N2)C3=C4C=CNC4=NC=N3. Drug 2: CC1=C(C(=O)C2=C(C1=O)N3CC4C(C3(C2COC(=O)N)OC)N4)N. Cell line: LOX IMVI. Synergy scores: CSS=35.4, Synergy_ZIP=-1.93, Synergy_Bliss=-0.709, Synergy_Loewe=-9.79, Synergy_HSA=1.39. (3) Drug 1: CC(C1=C(C=CC(=C1Cl)F)Cl)OC2=C(N=CC(=C2)C3=CN(N=C3)C4CCNCC4)N. Drug 2: C(CCl)NC(=O)N(CCCl)N=O. Cell line: UACC-257. Synergy scores: CSS=-2.99, Synergy_ZIP=-0.0955, Synergy_Bliss=-3.05, Synergy_Loewe=-5.99, Synergy_HSA=-5.52. (4) Drug 1: C1=NC(=NC(=O)N1C2C(C(C(O2)CO)O)O)N. Drug 2: CC1CCC2CC(C(=CC=CC=CC(CC(C(=O)C(C(C(=CC(C(=O)CC(OC(=O)C3CCCCN3C(=O)C(=O)C1(O2)O)C(C)CC4CCC(C(C4)OC)OCCO)C)C)O)OC)C)C)C)OC. Cell line: RPMI-8226. Synergy scores: CSS=32.4, Synergy_ZIP=0.899, Synergy_Bliss=4.35, Synergy_Loewe=-2.26, Synergy_HSA=2.02. (5) Drug 1: CC1C(C(CC(O1)OC2CC(CC3=C2C(=C4C(=C3O)C(=O)C5=C(C4=O)C(=CC=C5)OC)O)(C(=O)C)O)N)O.Cl. Drug 2: CC(C)CN1C=NC2=C1C3=CC=CC=C3N=C2N. Cell line: NCI-H522. Synergy scores: CSS=13.2, Synergy_ZIP=-5.00, Synergy_Bliss=-1.38, Synergy_Loewe=-16.0, Synergy_HSA=-2.54. (6) Synergy scores: CSS=35.3, Synergy_ZIP=6.45, Synergy_Bliss=2.76, Synergy_Loewe=-4.20, Synergy_HSA=1.30. Drug 1: C1=CC(=CC=C1CCC2=CNC3=C2C(=O)NC(=N3)N)C(=O)NC(CCC(=O)O)C(=O)O. Drug 2: C1C(C(OC1N2C=NC3=C(N=C(N=C32)Cl)N)CO)O. Cell line: MCF7. (7) Drug 1: C1=CC(=CC=C1CC(C(=O)O)N)N(CCCl)CCCl.Cl. Drug 2: C1=CN(C(=O)N=C1N)C2C(C(C(O2)CO)O)O.Cl. Cell line: UACC-257. Synergy scores: CSS=-3.91, Synergy_ZIP=-0.343, Synergy_Bliss=-0.843, Synergy_Loewe=-7.30, Synergy_HSA=-4.82.